From a dataset of TCR-epitope binding with 47,182 pairs between 192 epitopes and 23,139 TCRs. Binary Classification. Given a T-cell receptor sequence (or CDR3 region) and an epitope sequence, predict whether binding occurs between them. (1) The epitope is PKYVKQNTLKLAT. The TCR CDR3 sequence is CASSSAASYEQYF. Result: 0 (the TCR does not bind to the epitope). (2) The epitope is SLYNTVATL. The TCR CDR3 sequence is CASSRTAGTYYNEQFF. Result: 1 (the TCR binds to the epitope). (3) The epitope is IPIQASLPF. The TCR CDR3 sequence is CASRRLAGGGETQYF. Result: 1 (the TCR binds to the epitope). (4) The epitope is PKYVKQNTLKLAT. The TCR CDR3 sequence is CASSFLGQFSYEQYF. Result: 1 (the TCR binds to the epitope). (5) The epitope is NQKLIANQF. The TCR CDR3 sequence is CSAPVGVEQYF. Result: 0 (the TCR does not bind to the epitope). (6) The epitope is HPVGEADYFEY. The TCR CDR3 sequence is CASSPNPGTNTGELFF. Result: 0 (the TCR does not bind to the epitope). (7) The epitope is YLQPRTFLL. The TCR CDR3 sequence is CASSPIDIAYEQYF. Result: 0 (the TCR does not bind to the epitope).